From a dataset of Reaction yield outcomes from USPTO patents with 853,638 reactions. Predict the reaction yield, written as a fraction of the theoretical maximum amount of product (1.0 means a 100% yield; for example, 0.34 means a 34% yield). The product is [N:1]1([S:7]([C:10]2[CH:11]=[C:12]([CH:17]=[CH:18][CH:19]=2)[C:13]([NH:20][NH2:21])=[O:14])(=[O:9])=[O:8])[CH2:6][CH2:5][CH2:4][CH2:3][CH2:2]1. The catalyst is CO. The yield is 0.462. The reactants are [N:1]1([S:7]([C:10]2[CH:11]=[C:12]([CH:17]=[CH:18][CH:19]=2)[C:13](OC)=[O:14])(=[O:9])=[O:8])[CH2:6][CH2:5][CH2:4][CH2:3][CH2:2]1.[NH2:20][NH2:21].